Regression. Given two drug SMILES strings and cell line genomic features, predict the synergy score measuring deviation from expected non-interaction effect. From a dataset of NCI-60 drug combinations with 297,098 pairs across 59 cell lines. (1) Drug 1: CN(C)N=NC1=C(NC=N1)C(=O)N. Drug 2: CC(C)NC(=O)C1=CC=C(C=C1)CNNC.Cl. Cell line: KM12. Synergy scores: CSS=30.5, Synergy_ZIP=11.7, Synergy_Bliss=12.5, Synergy_Loewe=17.3, Synergy_HSA=18.9. (2) Drug 2: C1CCC(C(C1)N)N.C(=O)(C(=O)[O-])[O-].[Pt+4]. Drug 1: CC1=C(C(CCC1)(C)C)C=CC(=CC=CC(=CC(=O)O)C)C. Synergy scores: CSS=16.7, Synergy_ZIP=-7.17, Synergy_Bliss=-2.90, Synergy_Loewe=-2.57, Synergy_HSA=-1.39. Cell line: OVCAR-4.